From a dataset of Catalyst prediction with 721,799 reactions and 888 catalyst types from USPTO. Predict which catalyst facilitates the given reaction. Reactant: [Cl:1][C:2]1[CH:11]=[CH:10][C:9]2[S:12][C:13](=[O:14])[N:7]3[C:8]=2[C:3]=1[C:4](=[CH:15][O:16]C)[CH2:5][CH2:6]3.Cl[Si](C)(C)C.[I-].[Na+]. Product: [Cl:1][C:2]1[CH:11]=[CH:10][C:9]2[S:12][C:13](=[O:14])[N:7]3[C:8]=2[C:3]=1[CH:4]([CH:15]=[O:16])[CH2:5][CH2:6]3. The catalyst class is: 10.